Dataset: Catalyst prediction with 721,799 reactions and 888 catalyst types from USPTO. Task: Predict which catalyst facilitates the given reaction. Reactant: C([O:8][C:9]1[CH:14]=[CH:13][CH:12]=[CH:11][C:10]=1[C:15]1[O:16][C@@H:17]([CH3:25])[C@@H:18]([C:20]([NH:22][CH2:23][CH3:24])=[O:21])[N:19]=1)C1C=CC=CC=1. Product: [CH2:23]([NH:22][C:20]([C@@H:18]1[C@H:17]([CH3:25])[O:16][C:15]([C:10]2[CH:11]=[CH:12][CH:13]=[CH:14][C:9]=2[OH:8])=[N:19]1)=[O:21])[CH3:24]. The catalyst class is: 14.